Dataset: CYP2D6 inhibition data for predicting drug metabolism from PubChem BioAssay. Task: Regression/Classification. Given a drug SMILES string, predict its absorption, distribution, metabolism, or excretion properties. Task type varies by dataset: regression for continuous measurements (e.g., permeability, clearance, half-life) or binary classification for categorical outcomes (e.g., BBB penetration, CYP inhibition). Dataset: cyp2d6_veith. (1) The molecule is COC(=O)c1ccc(Cl)c(NC(=O)c2ccc(-c3ccccc3)cc2)c1. The result is 0 (non-inhibitor). (2) The molecule is C=CC1=C(C(=O)O)N2C(=O)[C@@H](NC(=O)/C(=N\OCC(=O)O)c3csc(N)n3)[C@@H]2SC1. The result is 0 (non-inhibitor). (3) The drug is COC(=O)[C@@]1(Cc2ccc(OC)cc2)[C@H]2c3cc(C(=O)N4CCCC4)n(Cc4ccc(S(C)(=O)=O)cc4)c3C[C@H]2CN1C(=O)c1ccccc1. The result is 0 (non-inhibitor). (4) The molecule is Cn1cccc1C(=O)N1CCC2(CC1)CN(C(=O)Nc1ccccc1)C2. The result is 0 (non-inhibitor). (5) The molecule is COc1ccc2c(c1)C(=NN)c1cc(OC)ccc1-2. The result is 1 (inhibitor). (6) The molecule is O=C1c2ccccc2C(=O)c2c(NC3CCCCC3)ccc(Nc3ccc(S(=O)(=O)O)cc3)c21. The result is 0 (non-inhibitor).